This data is from Full USPTO retrosynthesis dataset with 1.9M reactions from patents (1976-2016). The task is: Predict the reactants needed to synthesize the given product. (1) The reactants are: [NH2:1][CH:2]([C:6]1[CH:11]=[CH:10][CH:9]=[CH:8][CH:7]=1)[C:3](O)=O.C[O:13][C:14](=O)[CH:15]([NH2:20])[CH2:16][CH:17]1[CH2:19][CH2:18]1.C([C@@H]1NC[C@H](CC(C)C)NC1=O)C(C)C. Given the product [CH:17]1([CH2:16][C@@H:15]2[NH:20][CH2:3][C@H:2]([C:6]3[CH:11]=[CH:10][CH:9]=[CH:8][CH:7]=3)[NH:1][C:14]2=[O:13])[CH2:19][CH2:18]1, predict the reactants needed to synthesize it. (2) Given the product [C:18]([O:21][CH2:22][CH2:23][O:24][CH2:25][CH2:6][CH2:5][CH2:4][CH2:3][CH:2]([CH3:1])[CH2:7][CH2:8][CH2:9][CH:10]([CH3:17])[CH2:11][CH2:12][CH2:13][CH:14]([CH3:16])[CH3:15])(=[O:20])[CH3:19], predict the reactants needed to synthesize it. The reactants are: [CH3:1]/[C:2](/[CH2:7][CH2:8]/[CH:9]=[C:10](\[CH3:17])/[CH2:11][CH2:12][CH:13]=[C:14]([CH3:16])[CH3:15])=[CH:3]\[CH2:4][CH:5]=[CH2:6].[C:18]([O:21][CH2:22][CH2:23][O:24][CH2:25]C=C)(=[O:20])[CH3:19].OCP(CO)CO.C(O)(C)C. (3) Given the product [F:7][C:6]([F:9])([F:8])[C:5]([N:4]1[CH2:1][C:2](=[CH2:3])[C:14]2[CH:15]=[CH:16][C:17]([O:19][CH3:20])=[CH:18][C:13]=2[CH2:12][CH:11]1[CH3:22])=[O:10], predict the reactants needed to synthesize it. The reactants are: [CH2:1]([N:4]([CH:11]([CH3:22])[CH2:12][C:13]1[CH:18]=[C:17]([O:19][CH3:20])[CH:16]=[CH:15][C:14]=1I)[C:5](=[O:10])[C:6]([F:9])([F:8])[F:7])[CH:2]=[CH2:3].CC([O-])=O.[K+].C1C=CC(P(C2C=CC=CC=2)C2C=CC=CC=2)=CC=1. (4) Given the product [CH2:35]([N:22]([CH2:23][C:24]1[CH:33]=[CH:32][C:31]2[C:26](=[CH:27][CH:28]=[CH:29][CH:30]=2)[CH:25]=1)[C:20]([C:17]1[CH:16]=[CH:15][C:14]([C:3]2[CH:4]=[C:5]([C:8]3[O:9][C:10]([CH3:13])=[N:11][N:12]=3)[CH:6]=[CH:7][C:2]=2[CH3:1])=[CH:19][CH:18]=1)=[O:21])[CH3:36], predict the reactants needed to synthesize it. The reactants are: [CH3:1][C:2]1[CH:7]=[CH:6][C:5]([C:8]2[O:9][C:10]([CH3:13])=[N:11][N:12]=2)=[CH:4][C:3]=1[C:14]1[CH:19]=[CH:18][C:17]([C:20]([NH:22][CH2:23][C:24]2[CH:33]=[CH:32][C:31]3[C:26](=[CH:27][CH:28]=[CH:29][CH:30]=3)[CH:25]=2)=[O:21])=[CH:16][CH:15]=1.I[CH2:35][CH3:36]. (5) Given the product [Br:1][C:2]1[CH:7]=[CH:6][C:5]([CH:8]([C:20]2[CH:25]=[CH:24][CH:23]=[CH:22][C:21]=2[CH3:26])[CH2:9][C:10]([C:12]2[CH:17]=[C:16]([CH3:18])[N:15]=[C:14]([F:19])[CH:13]=2)=[N:28][OH:29])=[CH:4][CH:3]=1, predict the reactants needed to synthesize it. The reactants are: [Br:1][C:2]1[CH:7]=[CH:6][C:5]([CH:8]([C:20]2[CH:25]=[CH:24][CH:23]=[CH:22][C:21]=2[CH3:26])[CH2:9][C:10]([C:12]2[CH:17]=[C:16]([CH3:18])[N:15]=[C:14]([F:19])[CH:13]=2)=O)=[CH:4][CH:3]=1.Cl.[NH2:28][OH:29].C([O-])(O)=O.[Na+].